This data is from Full USPTO retrosynthesis dataset with 1.9M reactions from patents (1976-2016). The task is: Predict the reactants needed to synthesize the given product. (1) Given the product [N:1]1([CH2:8][CH2:9][O:10][C:11]2[CH:16]=[CH:15][C:14]([CH:17]3[O:37][C:29]4[C:28](=[CH:33][C:32]([F:34])=[CH:31][CH:30]=4)[C:27]4[C:18]3=[C:19]3[C:24](=[CH:25][CH:26]=4)[CH:23]=[C:22]([OH:36])[CH:21]=[CH:20]3)=[CH:13][CH:12]=2)[CH2:7][CH2:6][CH2:5][CH2:4][CH2:3][CH2:2]1, predict the reactants needed to synthesize it. The reactants are: [N:1]1([CH2:8][CH2:9][O:10][C:11]2[CH:16]=[CH:15][C:14]([CH:17]([OH:37])[C:18]3[C:27]([C:28]4[CH:33]=[C:32]([F:34])[CH:31]=[CH:30][C:29]=4F)=[CH:26][CH:25]=[C:24]4[C:19]=3[CH:20]=[CH:21][C:22]([OH:36])=[CH:23]4)=[CH:13][CH:12]=2)[CH2:7][CH2:6][CH2:5][CH2:4][CH2:3][CH2:2]1.CC(C)([O-])C.[Na+]. (2) Given the product [F:1][C:2]1[CH:7]=[CH:6][C:5]([C:8]([C:10]2[N:11]=[C:12]([OH:27])[C:13]3[C:14](=[CH:16][S:17][CH:18]=3)[N:15]=2)=[O:9])=[CH:4][CH:3]=1, predict the reactants needed to synthesize it. The reactants are: [F:1][C:2]1[CH:7]=[CH:6][C:5]([C:8]([C:10]2[N:11]=[C:12](NC3C=C(C)NN=3)[C:13]3[C:14](=[CH:16][S:17][CH:18]=3)[N:15]=2)=[O:9])=[CH:4][CH:3]=1.C[OH:27].[BH4-].[Na+]. (3) Given the product [CH3:26][C:24]1[N:25]=[C:21]([C:13]2[C:14]3[CH2:19][CH2:18][N:17]([CH2:2][CH3:3])[CH2:16][C:15]=3[S:20][C:12]=2[NH:11][C:8](=[O:10])[CH3:9])[S:22][C:23]=1[CH3:27], predict the reactants needed to synthesize it. The reactants are: F[C:2](F)(F)[C:3]([O-])=O.[C:8]([NH:11][C:12]1[S:20][C:15]2[CH2:16][NH2+:17][CH2:18][CH2:19][C:14]=2[C:13]=1[C:21]1[S:22][C:23]([CH3:27])=[C:24]([CH3:26])[N:25]=1)(=[O:10])[CH3:9].C(=O)C.C(O[BH-](OC(=O)C)OC(=O)C)(=O)C.[Na+]. (4) The reactants are: [CH2:1]([P:7]([CH2:14][CH2:15][CH2:16][CH2:17][CH2:18][CH3:19])[CH2:8][CH2:9][CH2:10][CH2:11][CH2:12][CH3:13])[CH2:2][CH2:3][CH2:4][CH2:5][CH3:6].[I:20][CH3:21]. Given the product [I-:20].[CH2:14]([P+:7]([CH2:1][CH2:2][CH2:3][CH2:4][CH2:5][CH3:6])([CH2:8][CH2:9][CH2:10][CH2:11][CH2:12][CH3:13])[CH3:21])[CH2:15][CH2:16][CH2:17][CH2:18][CH3:19], predict the reactants needed to synthesize it. (5) Given the product [CH2:1]([NH:5][C:6]1[N:11]=[C:10]([NH:12][C@H:13]2[CH2:14][CH2:15][C@H:16]([OH:19])[CH2:17][CH2:18]2)[C:9]([C:20]2[CH:21]=[CH:22][C:23]([CH2:26][CH:27]3[CH2:31][CH2:30][NH:29][CH2:28]3)=[CH:24][N:25]=2)=[CH:8][N:7]=1)[CH2:2][CH2:3][CH3:4], predict the reactants needed to synthesize it. The reactants are: [CH2:1]([NH:5][C:6]1[N:11]=[C:10]([NH:12][CH:13]2[CH2:18][CH2:17][CH:16]([OH:19])[CH2:15][CH2:14]2)[C:9]([C:20]2[N:25]=[CH:24][C:23]([CH2:26][CH:27]3[CH2:31][C:30](=O)[NH:29][C:28]3=O)=[CH:22][CH:21]=2)=[CH:8][N:7]=1)[CH2:2][CH2:3][CH3:4].[H-].[H-].[H-].[H-].[Li+].[Al+3]. (6) Given the product [C:20]1([CH:7]([C:1]2[CH:2]=[CH:3][CH:4]=[CH:5][CH:6]=2)[CH2:8][CH2:9][NH:10][C:11]([C:12]2[CH:17]=[CH:16][C:15](=[O:18])[N:14]([CH2:27][CH2:28][C:29]3[CH:34]=[CH:33][CH:32]=[CH:31][CH:30]=3)[CH:13]=2)=[O:19])[CH:25]=[CH:24][CH:23]=[CH:22][CH:21]=1, predict the reactants needed to synthesize it. The reactants are: [C:1]1([CH:7]([C:20]2[CH:25]=[CH:24][CH:23]=[CH:22][CH:21]=2)[CH2:8][CH2:9][NH:10][C:11](=[O:19])[C:12]2[CH:17]=[CH:16][C:15]([OH:18])=[N:14][CH:13]=2)[CH:6]=[CH:5][CH:4]=[CH:3][CH:2]=1.Br[CH2:27][CH2:28][C:29]1[CH:34]=[CH:33][CH:32]=[CH:31][CH:30]=1. (7) Given the product [CH2:11]([N:18]1[CH:7]2[CH2:6][CH2:25][CH:20]1[CH2:21][C:4](=[O:5])[CH2:8]2)[C:12]1[CH:17]=[CH:16][CH:15]=[CH:14][CH:13]=1, predict the reactants needed to synthesize it. The reactants are: Cl.CO[CH:4]1[CH2:8][CH2:7][CH:6](OC)[O:5]1.[CH2:11]([NH2:18])[C:12]1[CH:17]=[CH:16][CH:15]=[CH:14][CH:13]=1.O=[C:20]([CH2:25]C(O)=O)[CH2:21]C(O)=O.C([O-])(=O)C.[Na+].[OH-].[Na+].